This data is from Catalyst prediction with 721,799 reactions and 888 catalyst types from USPTO. The task is: Predict which catalyst facilitates the given reaction. The catalyst class is: 2. Reactant: [Cl:1][C:2]1[C:10]2[C:5](=[CH:6][CH:7]=[C:8]([CH2:11][C:12]3[CH:17]=[C:16]([C:18]([O:20]C)=[O:19])[CH:15]=[CH:14][N:13]=3)[CH:9]=2)[N:4](C(OC(C)(C)C)=O)[CH:3]=1.C(O)(C(F)(F)F)=O. Product: [Cl:1][C:2]1[C:10]2[C:5](=[CH:6][CH:7]=[C:8]([CH2:11][C:12]3[CH:17]=[C:16]([CH:15]=[CH:14][N:13]=3)[C:18]([OH:20])=[O:19])[CH:9]=2)[NH:4][CH:3]=1.